This data is from Full USPTO retrosynthesis dataset with 1.9M reactions from patents (1976-2016). The task is: Predict the reactants needed to synthesize the given product. (1) Given the product [CH:2]1([N:7]2[C:11]3([CH2:15][CH2:14][CH2:13][CH2:12]3)[CH2:10][S:9][C:8]2=[N:16][C:17]2[CH:22]=[CH:21][C:20]([N+:23]([O-:25])=[O:24])=[CH:19][C:18]=2[CH3:26])[CH2:3][CH2:4][CH2:5][CH2:6]1, predict the reactants needed to synthesize it. The reactants are: Cl.[CH:2]1([N:7]2[C:11]3([CH2:15][CH2:14][CH2:13][CH2:12]3)[CH2:10][S:9][C:8]2=[N:16][C:17]2[CH:22]=[CH:21][C:20]([N+:23]([O-:25])=[O:24])=[CH:19][C:18]=2[CH3:26])[CH2:6][CH2:5][CH2:4][CH2:3]1.C([O-])(O)=O.[Na+]. (2) Given the product [CH3:17][N:18]1[CH2:23][CH2:22][N:21]([C:2]2[CH:7]=[C:6]([N:13]3[CH2:14][CH2:15][CH2:16][C@@H:12]3[CH3:11])[N:5]=[C:4]([NH2:9])[N:3]=2)[CH2:20][CH2:19]1, predict the reactants needed to synthesize it. The reactants are: Cl[C:2]1[CH:7]=[C:6](Cl)[N:5]=[C:4]([NH2:9])[N:3]=1.Cl.[CH3:11][C@H:12]1[CH2:16][CH2:15][CH2:14][NH:13]1.[CH3:17][N:18]1[CH2:23][CH2:22][NH:21][CH2:20][CH2:19]1.O.